From a dataset of Reaction yield outcomes from USPTO patents with 853,638 reactions. Predict the reaction yield, written as a fraction of the theoretical maximum amount of product (1.0 means a 100% yield; for example, 0.34 means a 34% yield). The reactants are [CH3:1][C:2]1([CH3:37])[C:10]2[C:5](=[CH:6][C:7]([NH:11][C:12]3[N:28]=[C:15]4[CH:16]=[CH:17][CH:18]=[C:19]([C:20]([CH:22]5[CH2:27][CH2:26][O:25][CH2:24][CH2:23]5)=O)[N:14]4[N:13]=3)=[CH:8][CH:9]=2)[N:4](C(OC(C)(C)C)=O)[C:3]1=[O:36].[C:38]1(P(C2C=CC=CC=2)C2C3OC4C(=CC=CC=4P(C4C=CC=CC=4)C4C=CC=CC=4)C(C)(C)C=3C=CC=2)C=CC=CC=1.NC1C=C2C(C(C)(C)C(=O)N2C(OC(C)(C)C)=O)=CC=1.BrC1N=C2C=CC=C(C(C3CCOCC3)=O)N2N=1.C(=O)([O-])[O-].[K+].[K+]. The catalyst is O1CCOCC1.C(OCC)(=O)C.O.C1C=CC(/C=C/C(/C=C/C2C=CC=CC=2)=O)=CC=1.C1C=CC(/C=C/C(/C=C/C2C=CC=CC=2)=O)=CC=1.C1C=CC(/C=C/C(/C=C/C2C=CC=CC=2)=O)=CC=1.[Pd].[Pd]. The product is [CH3:1][C:2]1([CH3:37])[C:10]2[C:5](=[CH:6][C:7]([NH:11][C:12]3[N:28]=[C:15]4[CH:16]=[CH:17][CH:18]=[C:19]([CH:20]([CH:22]5[CH2:23][CH2:24][O:25][CH2:26][CH2:27]5)[CH3:38])[N:14]4[N:13]=3)=[CH:8][CH:9]=2)[NH:4][C:3]1=[O:36]. The yield is 0.670.